From a dataset of Full USPTO retrosynthesis dataset with 1.9M reactions from patents (1976-2016). Predict the reactants needed to synthesize the given product. The reactants are: [N:1]1([C:7]([O:9][C:10]([CH3:13])([CH3:12])[CH3:11])=[O:8])[CH2:6][CH2:5][NH:4][CH2:3][CH2:2]1.[CH2:14]([CH:16]1[O:18][CH2:17]1)Br.C(=O)([O-])[O-].[K+].[K+]. Given the product [O:18]1[CH2:17][CH:16]1[CH2:14][N:4]1[CH2:5][CH2:6][N:1]([C:7]([O:9][C:10]([CH3:13])([CH3:12])[CH3:11])=[O:8])[CH2:2][CH2:3]1, predict the reactants needed to synthesize it.